This data is from Reaction yield outcomes from USPTO patents with 853,638 reactions. The task is: Predict the reaction yield, written as a fraction of the theoretical maximum amount of product (1.0 means a 100% yield; for example, 0.34 means a 34% yield). (1) The reactants are Br[C:2]1[CH:3]=[C:4]2[C:9](=[CH:10][CH:11]=1)[N:8]=[CH:7][NH:6][C:5]2=[O:12].[CH3:13][C:14]1[CH:19]=[C:18]([CH3:20])[CH:17]=[C:16]([CH3:21])[C:15]=1B(O)O.C(=O)([O-])[O-].[K+].[K+].C1(P(C2C=CC=CC=2)C2C=CC=CC=2)C=CC=CC=1.C(=O)(O)[O-]. The catalyst is CN(C)C(=O)C.C(O)C.O.C1C=CC(/C=C/C(/C=C/C2C=CC=CC=2)=O)=CC=1.C1C=CC(/C=C/C(/C=C/C2C=CC=CC=2)=O)=CC=1.C1C=CC(/C=C/C(/C=C/C2C=CC=CC=2)=O)=CC=1.[Pd].[Pd].C(Cl)Cl. The product is [CH3:13][C:14]1[CH:19]=[C:18]([CH3:20])[CH:17]=[C:16]([CH3:21])[C:15]=1[C:2]1[CH:3]=[C:4]2[C:9](=[CH:10][CH:11]=1)[N:8]=[CH:7][NH:6][C:5]2=[O:12]. The yield is 0.400. (2) The reactants are Br[C:2]1[CH:7]=[CH:6][C:5]([Br:8])=[CH:4][CH:3]=1.[Li]CCCC.[Sn:14](Cl)([CH2:23][CH2:24][CH2:25][CH3:26])([CH2:19][CH2:20][CH2:21][CH3:22])[CH2:15][CH2:16][CH2:17][CH3:18]. The catalyst is C1COCC1. The product is [Br:8][C:5]1[CH:6]=[CH:7][C:2]([Sn:14]([CH2:19][CH2:20][CH2:21][CH3:22])([CH2:23][CH2:24][CH2:25][CH3:26])[CH2:15][CH2:16][CH2:17][CH3:18])=[CH:3][CH:4]=1. The yield is 0.810. (3) The reactants are [F:1][C:2]1[C:7]2[N:8]=[N:9][S:10][C:6]=2[CH:5]=[C:4]([C:11]([O:13][CH3:14])=[O:12])[C:3]=1[NH:15][C:16]1[CH:21]=[CH:20][CH:19]=[CH:18][C:17]=1[Cl:22].C1C(=O)N([Br:30])C(=O)C1. The catalyst is CN(C=O)C. The product is [F:1][C:2]1[C:7]2[N:8]=[N:9][S:10][C:6]=2[CH:5]=[C:4]([C:11]([O:13][CH3:14])=[O:12])[C:3]=1[NH:15][C:16]1[CH:21]=[CH:20][C:19]([Br:30])=[CH:18][C:17]=1[Cl:22]. The yield is 0.901. (4) The reactants are [NH:1]1[CH2:4][CH:3]([C:5]([OH:7])=[O:6])[CH2:2]1.C(O)(=O)C.[Cl:12][C:13]1[CH:14]=[C:15]([C:23]2[N:27]=[C:26]([C:28]3[CH:35]=[CH:34][C:31]([CH:32]=O)=[CH:30][CH:29]=3)[O:25][N:24]=2)[CH:16]=[CH:17][C:18]=1[O:19][CH:20]([CH3:22])[CH3:21].C([BH3-])#N.[Na+]. The catalyst is CO. The product is [Cl:12][C:13]1[CH:14]=[C:15]([C:23]2[N:27]=[C:26]([C:28]3[CH:29]=[CH:30][C:31]([CH2:32][N:1]4[CH2:4][CH:3]([C:5]([OH:7])=[O:6])[CH2:2]4)=[CH:34][CH:35]=3)[O:25][N:24]=2)[CH:16]=[CH:17][C:18]=1[O:19][CH:20]([CH3:21])[CH3:22]. The yield is 0.554. (5) The reactants are C(Cl)CCl.[NH2:5][C:6]1[N:11]=[CH:10][C:9]([CH:12]=[CH:13][C:14]([OH:16])=O)=[CH:8][CH:7]=1.[CH2:17]([N:19]1[C:27]2[C:22](=[CH:23][CH:24]=[CH:25][CH:26]=2)[CH:21]=[C:20]1[CH2:28][NH:29][CH3:30])[CH3:18].C1C=CC2N(O)N=NC=2C=1.O.C(N(C(C)C)CC)(C)C. The catalyst is CN(C=O)C. The product is [NH2:5][C:6]1[N:11]=[CH:10][C:9](/[CH:12]=[CH:13]/[C:14]([N:29]([CH2:28][C:20]2[N:19]([CH2:17][CH3:18])[C:27]3[C:22]([CH:21]=2)=[CH:23][CH:24]=[CH:25][CH:26]=3)[CH3:30])=[O:16])=[CH:8][CH:7]=1. The yield is 0.300. (6) The reactants are Br[C:2]1[CH:16]=[CH:15][C:5]([O:6][CH2:7][CH2:8][N:9]2[CH2:14][CH2:13][O:12][CH2:11][CH2:10]2)=[CH:4][C:3]=1[CH:17]([F:19])[F:18].[Li]CCCC.CN([CH:28]=[O:29])C.[NH4+].[Cl-]. The catalyst is C1COCC1. The product is [F:18][CH:17]([F:19])[C:3]1[CH:4]=[C:5]([O:6][CH2:7][CH2:8][N:9]2[CH2:14][CH2:13][O:12][CH2:11][CH2:10]2)[CH:15]=[CH:16][C:2]=1[CH:28]=[O:29]. The yield is 0.670. (7) The reactants are [Cl:1][C:2]1[C:3]2([CH3:14])[O:12][C:6]([CH3:13])([C:7](Cl)(Cl)[C:8]=1[Cl:9])[CH:5]=[CH:4]2.CCCCCC.C(OCC)(=[O:23])C.C(=O)([O-])O.[Na+].[N+]([O-])(O)=O. The catalyst is CC(C)=O.O.[N+]([O-])([O-])=O.[Ag+]. The product is [Cl:9][C:8]1[C:7](=[O:23])[C:6]2([CH3:13])[O:12][C:3]([CH3:14])([C:2]=1[Cl:1])[CH:4]=[CH:5]2. The yield is 0.540. (8) The reactants are Br[C:2]1[CH:7]=[CH:6][CH:5]=[C:4]([Br:8])[CH:3]=1.[CH:9]12[O:16][CH:13]([CH2:14][CH2:15]1)[CH2:12][NH:11][CH2:10]2.C1C=CC(P(C2C(C3C(P(C4C=CC=CC=4)C4C=CC=CC=4)=CC=C4C=3C=CC=C4)=C3C(C=CC=C3)=CC=2)C2C=CC=CC=2)=CC=1.CC([O-])(C)C.[Na+]. The catalyst is C1(C)C=CC=CC=1.C(Cl)Cl.C1C=CC(/C=C/C(/C=C/C2C=CC=CC=2)=O)=CC=1.C1C=CC(/C=C/C(/C=C/C2C=CC=CC=2)=O)=CC=1.C1C=CC(/C=C/C(/C=C/C2C=CC=CC=2)=O)=CC=1.[Pd].[Pd]. The product is [Br:8][C:4]1[CH:3]=[C:2]([N:11]2[CH2:10][CH:9]3[O:16][CH:13]([CH2:14][CH2:15]3)[CH2:12]2)[CH:7]=[CH:6][CH:5]=1. The yield is 0.673.